The task is: Predict the reaction yield, written as a fraction of the theoretical maximum amount of product (1.0 means a 100% yield; for example, 0.34 means a 34% yield).. This data is from Reaction yield outcomes from USPTO patents with 853,638 reactions. (1) The reactants are [CH3:1][O:2][C:3]1[CH:4]=[C:5]2[C:10](=[CH:11][C:12]=1[O:13][CH3:14])[N:9]=[CH:8][N:7]=[C:6]2[O:15][C:16]1[CH:26]=[CH:25][C:19]([O:20][CH2:21][C:22](O)=[O:23])=[CH:18][CH:17]=1.CCN=C=NCCCN(C)C.Cl.[CH:39]1[CH:40]=[CH:41]C2N(O)N=[N:45][C:43]=2[CH:44]=1.N1CCCCC1.C(=O)([O-])O.[Na+]. The catalyst is C(Cl)(Cl)Cl.O. The product is [CH3:1][O:2][C:3]1[CH:4]=[C:5]2[C:10](=[CH:11][C:12]=1[O:13][CH3:14])[N:9]=[CH:8][N:7]=[C:6]2[O:15][C:16]1[CH:26]=[CH:25][C:19]([O:20][CH2:21][C:22]([N:45]2[CH2:41][CH2:40][CH2:39][CH2:44][CH2:43]2)=[O:23])=[CH:18][CH:17]=1. The yield is 0.260. (2) The reactants are [OH-].[Na+].[Br:3][C:4]1[CH:5]=[CH:6][C:7]2[N:8]([CH2:18][CH:19]([OH:24])[C:20]([O:22]C)=[O:21])[C:9]3[C:14]([C:15]=2[CH:16]=1)=[CH:13][C:12]([Br:17])=[CH:11][CH:10]=3. The catalyst is CCO. The product is [Br:17][C:12]1[CH:11]=[CH:10][C:9]2[N:8]([CH2:18][CH:19]([OH:24])[C:20]([OH:22])=[O:21])[C:7]3[C:15]([C:14]=2[CH:13]=1)=[CH:16][C:4]([Br:3])=[CH:5][CH:6]=3. The yield is 0.990. (3) The reactants are [OH:1][C:2]([C:7]1[CH:8]=[C:9]2[C:32](=[CH:33][CH:34]=1)[C:13]1=[N:14][O:15][C:16]([C:17]3[C:21]([C:22]([F:25])([F:24])[F:23])=[C:20]([C:26]4[CH:31]=[CH:30][CH:29]=[CH:28][CH:27]=4)[O:19][N:18]=3)=[C:12]1[CH2:11][CH2:10]2)([CH3:6])[C:3]([OH:5])=O.[NH2:35][CH2:36][CH2:37][OH:38].F[P-](F)(F)(F)(F)F.N1(O[P+](N(C)C)(N(C)C)N(C)C)C2C=CC=CC=2N=N1.CN1CCOCC1. The catalyst is CN(C=O)C.CO. The product is [OH:1][C:2]([C:7]1[CH:8]=[C:9]2[C:32](=[CH:33][CH:34]=1)[C:13]1=[N:14][O:15][C:16]([C:17]3[C:21]([C:22]([F:23])([F:25])[F:24])=[C:20]([C:26]4[CH:31]=[CH:30][CH:29]=[CH:28][CH:27]=4)[O:19][N:18]=3)=[C:12]1[CH2:11][CH2:10]2)([CH3:6])[C:3]([NH:35][CH2:36][CH2:37][OH:38])=[O:5]. The yield is 0.296. (4) The reactants are C[O:2][C:3]([NH:5][C@H:6]([C:10]([N:12]1[CH2:16][CH2:15][CH2:14][CH:13]1[C:17]1[NH:18][C:19]([C:22]2[CH:27]=[C:26]3[CH2:28][O:29][C:30]4[CH:54]=[C:53]5[C:33]([CH:34]=[CH:35][C:36]6[N:40]=[C:39]([CH:41]7[CH2:45][CH2:44][CH2:43][N:42]7[C:46](OC(C)(C)C)=[O:47])[NH:38][C:37]=65)=[CH:32][C:31]=4[C:25]3=[CH:24][CH:23]=2)=[CH:20][N:21]=1)=[O:11])[CH:7]([CH3:9])[CH3:8])=[O:4].Cl.[CH3:56][O:57][C:58]([NH:60][C@H:61]([C:65]1[CH:70]=[CH:69][CH:68]=[CH:67][CH:66]=1)C(O)=O)=[O:59].CCOC(C(C#N)=NOC(N1CCOCC1)=[N+](C)C)=O.F[P-](F)(F)(F)(F)F.C(N(C(C)C)CC)(C)C. The catalyst is CN(C=O)C.C(OCC)(=O)C.C(O)C. The product is [CH3:56][O:57][C:58]([NH:60][CH:61]([C:65]1[CH:70]=[CH:69][CH:68]=[CH:67][CH:66]=1)[C:46]([N:42]1[CH2:43][CH2:44][CH2:45][CH:41]1[C:39]1[NH:38][C:37]2[C:53]3[C:33]([CH:34]=[CH:35][C:36]=2[N:40]=1)=[CH:32][C:31]1[C:25]2[C:26]([CH2:28][O:29][C:30]=1[CH:54]=3)=[CH:27][C:22]([C:19]1[NH:18][C:17]([CH:13]3[CH2:14][CH2:15][CH2:16][N:12]3[C:10](=[O:11])[CH:6]([NH:5][C:3](=[O:4])[OH:2])[CH:7]([CH3:8])[CH3:9])=[N:21][CH:20]=1)=[CH:23][CH:24]=2)=[O:47])=[O:59]. The yield is 0.450. (5) The reactants are Cl.[F:2][C:3]1[CH:8]=[CH:7][CH:6]=[CH:5][C:4]=1[CH:9]1[CH2:14][CH2:13][NH:12][CH2:11][CH2:10]1.[Cl:15][C:16]1[N:20]2[CH:21]=[C:22]([C:29]3[CH:33]=[CH:32][O:31][CH:30]=3)[CH:23]=[C:24]([C:25]([F:28])([F:27])[F:26])[C:19]2=[N:18][C:17]=1[C:34](O)=[O:35].CN(C(ON1N=NC2C=CC=NC1=2)=[N+](C)C)C.F[P-](F)(F)(F)(F)F.CCN(C(C)C)C(C)C.C([O-])(O)=O.[Na+]. The catalyst is CN(C=O)C. The product is [Cl:15][C:16]1[N:20]2[CH:21]=[C:22]([C:29]3[CH:33]=[CH:32][O:31][CH:30]=3)[CH:23]=[C:24]([C:25]([F:27])([F:26])[F:28])[C:19]2=[N:18][C:17]=1[C:34]([N:12]1[CH2:11][CH2:10][CH:9]([C:4]2[CH:5]=[CH:6][CH:7]=[CH:8][C:3]=2[F:2])[CH2:14][CH2:13]1)=[O:35]. The yield is 0.300. (6) The reactants are [C:1]([O:5][C:6](=[O:13])[NH:7][C@H:8]1[CH2:11][C@@H:10]([OH:12])[CH2:9]1)([CH3:4])([CH3:3])[CH3:2].C(N(CC)CC)C.C(Cl)Cl.[CH3:24][S:25](Cl)(=[O:27])=[O:26]. The catalyst is O. The product is [CH3:24][S:25]([O:12][C@H:10]1[CH2:11][C@@H:8]([NH:7][C:6]([O:5][C:1]([CH3:4])([CH3:2])[CH3:3])=[O:13])[CH2:9]1)(=[O:27])=[O:26]. The yield is 1.00. (7) The reactants are [S:1]1[C:5]2[CH:6]=[CH:7][C:8]([NH:10][C:11]3[C:20]4[C:15](=[CH:16][CH:17]=[C:18]([S:21][C:22]([CH3:28])([CH3:27])[C:23]([O:25]C)=[O:24])[CH:19]=4)[N:14]=[CH:13][CH:12]=3)=[CH:9][C:4]=2[N:3]=[CH:2]1.[Li+].[OH-]. The catalyst is C1COCC1.O. The product is [S:1]1[C:5]2[CH:6]=[CH:7][C:8]([NH:10][C:11]3[C:20]4[C:15](=[CH:16][CH:17]=[C:18]([S:21][C:22]([CH3:28])([CH3:27])[C:23]([OH:25])=[O:24])[CH:19]=4)[N:14]=[CH:13][CH:12]=3)=[CH:9][C:4]=2[N:3]=[CH:2]1. The yield is 0.980.